Dataset: Catalyst prediction with 721,799 reactions and 888 catalyst types from USPTO. Task: Predict which catalyst facilitates the given reaction. (1) Reactant: O[C@H:2]([CH2:7][CH2:8][I:9])[C:3]([O:5][CH3:6])=[O:4].N1C(C)=CC=CC=1C.[NH:18]([C:20]([O:22][CH2:23][C:24]1[CH:29]=[CH:28][CH:27]=[CH:26][CH:25]=1)=[O:21])[NH2:19]. The catalyst class is: 2. Product: [I:9][CH2:8][CH2:7][C@H:2]([NH:19][NH:18][C:20]([O:22][CH2:23][C:24]1[CH:29]=[CH:28][CH:27]=[CH:26][CH:25]=1)=[O:21])[C:3]([O:5][CH3:6])=[O:4]. (2) Reactant: [CH3:1][O:2][C:3]1[CH:8]=[CH:7][CH:6]=[CH:5][C:4]=1[S:9][C:10]1[CH:15]=[CH:14][C:13](/[CH:16]=[CH:17]/[C:18]([N:20]2[CH2:25][CH2:24][NH:23][CH2:22][CH2:21]2)=[O:19])=[C:12]([Cl:26])[C:11]=1[Cl:27].[CH:28]1[CH:32]=[C:31]([CH:33]=[O:34])[O:30][CH:29]=1.[BH-](OC(C)=O)(OC(C)=O)OC(C)=O.[Na+].ClCCl. Product: [CH3:1][O:2][C:3]1[CH:8]=[CH:7][CH:6]=[CH:5][C:4]=1[S:9][C:10]1[CH:15]=[CH:14][C:13]([CH:16]=[CH:17][C:18]([N:20]2[CH2:25][CH2:24][N:23]([C:33]([C:31]3[O:30][CH:29]=[CH:28][CH:32]=3)=[O:34])[CH2:22][CH2:21]2)=[O:19])=[C:12]([Cl:26])[C:11]=1[Cl:27]. The catalyst class is: 68.